This data is from Catalyst prediction with 721,799 reactions and 888 catalyst types from USPTO. The task is: Predict which catalyst facilitates the given reaction. Reactant: [OH:1][C:2]1[CH:7]=[CH:6][C:5]([CH:8]=[CH:9][C:10]([NH:12][CH3:13])=[O:11])=[CH:4][CH:3]=1.C(=O)([O-])[O-].[K+].[K+].[F:20][C:21]([F:31])([F:30])[C:22]1[CH:29]=[CH:28][C:25]([CH2:26]Br)=[CH:24][CH:23]=1.O. Product: [CH3:13][NH:12][C:10](=[O:11])[CH:9]=[CH:8][C:5]1[CH:4]=[CH:3][C:2]([O:1][CH2:26][C:25]2[CH:24]=[CH:23][C:22]([C:21]([F:20])([F:30])[F:31])=[CH:29][CH:28]=2)=[CH:7][CH:6]=1. The catalyst class is: 573.